From a dataset of Reaction yield outcomes from USPTO patents with 853,638 reactions. Predict the reaction yield, written as a fraction of the theoretical maximum amount of product (1.0 means a 100% yield; for example, 0.34 means a 34% yield). (1) The reactants are [C:1]([C:5]1[CH:6]=[CH:7][C:8]([CH3:38])=[C:9]([CH:37]=1)[O:10][C:11]1[S:12][CH:13]=[C:14]([C:16]([NH:18][C:19]2[C:20]([O:35][CH3:36])=[N:21][C:22]([NH:27][CH2:28][CH2:29][C:30]([O:32]CC)=[O:31])=[N:23][C:24]=2[O:25][CH3:26])=[O:17])[N:15]=1)([CH3:4])([CH3:3])[CH3:2].[OH-].[Na+].Cl. The catalyst is C1COCC1. The product is [C:1]([C:5]1[CH:6]=[CH:7][C:8]([CH3:38])=[C:9]([CH:37]=1)[O:10][C:11]1[S:12][CH:13]=[C:14]([C:16]([NH:18][C:19]2[C:20]([O:35][CH3:36])=[N:21][C:22]([NH:27][CH2:28][CH2:29][C:30]([OH:32])=[O:31])=[N:23][C:24]=2[O:25][CH3:26])=[O:17])[N:15]=1)([CH3:4])([CH3:3])[CH3:2]. The yield is 0.210. (2) The reactants are C[O:2][C:3](=[O:24])[C:4]1[CH:9]=[C:8]([C:10]2[S:11][CH:12]=[C:13]([C:15]3[CH:20]=[CH:19][C:18]([Cl:21])=[C:17]([Cl:22])[CH:16]=3)[N:14]=2)[CH:7]=[CH:6][C:5]=1Br.[Cl:25][C:26]1[C:31]([C:32]([F:35])([F:34])[F:33])=[CH:30][CH:29]=[CH:28][C:27]=1B(O)O. No catalyst specified. The product is [Cl:25][C:26]1[C:31]([C:32]([F:33])([F:34])[F:35])=[CH:30][CH:29]=[CH:28][C:27]=1[C:5]1[C:4]([C:3]([OH:2])=[O:24])=[CH:9][C:8]([C:10]2[S:11][CH:12]=[C:13]([C:15]3[CH:20]=[CH:19][C:18]([Cl:21])=[C:17]([Cl:22])[CH:16]=3)[N:14]=2)=[CH:7][CH:6]=1. The yield is 0.0200. (3) The reactants are [CH:1]([C:3]1[CH:12]=[CH:11][C:6]([C:7]([O:9][CH3:10])=[O:8])=[CH:5][CH:4]=1)=[O:2].[I-].[K+].Br[CH2:16][CH:17]=[CH2:18].[Cl-].[NH4+]. The catalyst is O. The product is [OH:2][CH:1]([C:3]1[CH:12]=[CH:11][C:6]([C:7]([O:9][CH3:10])=[O:8])=[CH:5][CH:4]=1)[CH2:18][CH:17]=[CH2:16]. The yield is 0.910. (4) The reactants are [CH:1]1([N:7]=[C:8]=[O:9])[CH2:6][CH2:5][CH2:4][CH2:3][CH2:2]1.Cl.[CH:11]1([CH2:14][CH2:15][NH2:16])[CH2:13][CH2:12]1.C(N(CC)CC)C. The catalyst is C(Cl)(Cl)Cl. The product is [CH:1]1([NH:7][C:8]([NH:16][CH2:15][CH2:14][CH:11]2[CH2:13][CH2:12]2)=[O:9])[CH2:6][CH2:5][CH2:4][CH2:3][CH2:2]1. The yield is 0.590. (5) The reactants are [OH-:1].[Li+].OO.[O-]O.[Li+].C([C@@H]1COC(=O)N1[C:21](=[O:40])[C@@H:22]([C:29]1[CH:34]=[CH:33][C:32]([S:35]([CH3:38])(=[O:37])=[O:36])=[C:31]([Cl:39])[CH:30]=1)[CH2:23][CH:24]1[CH2:28][CH2:27][CH2:26][CH2:25]1)C1C=CC=CC=1. The yield is 0.850. The product is [Cl:39][C:31]1[CH:30]=[C:29]([C@@H:22]([CH2:23][CH:24]2[CH2:25][CH2:26][CH2:27][CH2:28]2)[C:21]([OH:40])=[O:1])[CH:34]=[CH:33][C:32]=1[S:35]([CH3:38])(=[O:36])=[O:37]. The catalyst is O.O1CCCC1.